From a dataset of Full USPTO retrosynthesis dataset with 1.9M reactions from patents (1976-2016). Predict the reactants needed to synthesize the given product. (1) The reactants are: [Cl:1][C:2]1[C:11]2[C:6](=[CH:7][C:8]([C:12]3[O:13][C:14]4[CH:26]=[CH:25][CH:24]=[CH:23][C:15]=4[C:16]=3[C:17](=[O:22])[CH2:18][CH2:19][CH2:20][CH3:21])=[CH:9][CH:10]=2)[CH:5]=[CH:4][C:3]=1[O:27][CH2:28][C:29]([O:31]CC)=[O:30].[OH-].[K+]. Given the product [Cl:1][C:2]1[C:11]2[C:6](=[CH:7][C:8]([C:12]3[O:13][C:14]4[CH:26]=[CH:25][CH:24]=[CH:23][C:15]=4[C:16]=3[C:17](=[O:22])[CH2:18][CH2:19][CH2:20][CH3:21])=[CH:9][CH:10]=2)[CH:5]=[CH:4][C:3]=1[O:27][CH2:28][C:29]([OH:31])=[O:30], predict the reactants needed to synthesize it. (2) Given the product [C:17]1([C:11]2([OH:16])[CH2:10][CH:9]3[NH:8][CH:13]([CH2:14][CH2:15]3)[CH2:12]2)[CH:18]=[CH:19][CH:20]=[CH:21][CH:22]=1, predict the reactants needed to synthesize it. The reactants are: C([N:8]1[CH:13]2[CH2:14][CH2:15][CH:9]1[CH2:10][C:11]([C:17]1[CH:22]=[CH:21][CH:20]=[CH:19][CH:18]=1)([OH:16])[CH2:12]2)C1C=CC=CC=1.C([O-])=O.[NH4+]. (3) Given the product [Cl:24][C:22]1[CH:23]=[C:5]([N:4]([CH2:3][CH2:2][N:30]([CH3:29])[CH3:27])[CH3:26])[C:6]([CH3:25])=[C:7]([CH:21]=1)[C:8]([NH:10][CH2:11][C:12]1[C:13](=[O:20])[NH:14][C:15]([CH3:19])=[CH:16][C:17]=1[CH3:18])=[O:9], predict the reactants needed to synthesize it. The reactants are: N[CH2:2][CH2:3][N:4]([CH3:26])[C:5]1[C:6]([CH3:25])=[C:7]([CH:21]=[C:22]([Cl:24])[CH:23]=1)[C:8]([NH:10][CH2:11][C:12]1[C:13](=[O:20])[NH:14][C:15]([CH3:19])=[CH:16][C:17]=1[CH3:18])=[O:9].[CH2:27]=O.[C:29]([BH3-])#[N:30].[Na+]. (4) Given the product [N+:20]([C:18]1[CH:17]=[CH:16][C:12]2[C:13](=[O:14])[NH:23][CH2:8][CH2:9][O:10][C:11]=2[CH:19]=1)([O-:22])=[O:21], predict the reactants needed to synthesize it. The reactants are: C(OC([CH:8]([NH2:23])[CH2:9][O:10][C:11]1[CH:19]=[C:18]([N+:20]([O-:22])=[O:21])[CH:17]=[CH:16][C:12]=1[C:13](O)=[O:14])=O)(C)(C)C.C(O)(C(F)(F)F)=O.CN1CCOCC1.O.ON1C2C=CC=CC=2N=N1.F[P-](F)(F)(F)(F)F.CN([PH+](N(C)C)N(C)C)C. (5) The reactants are: [CH2:1]([O:3][C:4]1[CH:19]=[CH:18][C:7]([CH2:8][CH:9]([C:14]([O:16][CH3:17])=[O:15])[C:10]([O:12][CH3:13])=[O:11])=[CH:6][C:5]=1[CH2:20][OH:21])[CH3:2].[CH3:22][O:23][C:24]1[CH:29]=[CH:28][C:27]([N:30]=[C:31]=[O:32])=[CH:26][CH:25]=1. Given the product [CH2:1]([O:3][C:4]1[CH:19]=[CH:18][C:7]([CH2:8][CH:9]([C:14]([O:16][CH3:17])=[O:15])[C:10]([O:12][CH3:13])=[O:11])=[CH:6][C:5]=1[CH2:20][O:21][C:31]([NH:30][C:27]1[CH:28]=[CH:29][C:24]([O:23][CH3:22])=[CH:25][CH:26]=1)=[O:32])[CH3:2], predict the reactants needed to synthesize it. (6) Given the product [N+:14]([O:17][CH2:18][CH2:19][CH2:20][C:21]([O:13][C:10]1[CH:11]=[CH:12][C:7]([NH:3][C:4](=[O:5])[CH3:6])=[CH:8][CH:9]=1)=[O:22])([O-:16])=[O:15], predict the reactants needed to synthesize it. The reactants are: [H-].[Na+].[NH:3]([C:7]1[CH:12]=[CH:11][C:10]([OH:13])=[CH:9][CH:8]=1)[C:4]([CH3:6])=[O:5].[N+:14]([O:17][CH2:18][CH2:19][CH2:20][C:21](Cl)=[O:22])([O-:16])=[O:15]. (7) Given the product [CH:21]1([C:19]([N:16]2[CH2:17][CH2:18][C@@H:14]([CH2:13][N:12]3[C:11]4[CH:24]=[C:25]([C:28]([N:30]5[CH2:31][CH2:32][N:33]([CH3:36])[CH2:34][CH2:35]5)=[O:29])[CH:26]=[CH:27][C:10]=4[N:9]=[C:8]3[C:5]3[CH:4]=[CH:3][C:2]([C:43]4[CH:44]=[C:45]5[C:40]([CH:39]=[CH:38][NH:37]5)=[CH:41][CH:42]=4)=[CH:7][CH:6]=3)[CH2:15]2)=[O:20])[CH2:23][CH2:22]1, predict the reactants needed to synthesize it. The reactants are: Br[C:2]1[CH:7]=[CH:6][C:5]([C:8]2[N:12]([CH2:13][C@@H:14]3[CH2:18][CH2:17][N:16]([C:19]([CH:21]4[CH2:23][CH2:22]4)=[O:20])[CH2:15]3)[C:11]3[CH:24]=[C:25]([C:28]([N:30]4[CH2:35][CH2:34][N:33]([CH3:36])[CH2:32][CH2:31]4)=[O:29])[CH:26]=[CH:27][C:10]=3[N:9]=2)=[CH:4][CH:3]=1.[NH:37]1[C:45]2[C:40](=[CH:41][CH:42]=[C:43](B(O)O)[CH:44]=2)[CH:39]=[CH:38]1.C(=O)(O)[O-].[Na+].